From a dataset of Catalyst prediction with 721,799 reactions and 888 catalyst types from USPTO. Predict which catalyst facilitates the given reaction. (1) Reactant: [N+:1]([C:4]1[C:5](=O)[NH:6][C:7]([C:10]([F:13])([F:12])[F:11])=[CH:8][CH:9]=1)([O-:3])=[O:2].[H-].[Na+].C1C=C[C:20]([N:23](S(C(F)(F)F)(=O)=O)S(C(F)(F)F)(=O)=O)=[CH:19]C=1.C(N)C.C1COCC1. Product: [CH2:20]([NH:23][C:5]1[C:4]([N+:1]([O-:3])=[O:2])=[CH:9][CH:8]=[C:7]([C:10]([F:13])([F:12])[F:11])[N:6]=1)[CH3:19]. The catalyst class is: 18. (2) Reactant: C([O:5][C:6](=[O:43])[CH2:7][CH2:8][C@H:9]([NH:13][C:14]([C:16]1[CH:20]=[C:19]([O:21][CH2:22][C:23]([N:25]2[CH2:29][CH2:28][CH2:27][C@H:26]2[C:30](=[O:36])[NH:31][CH:32]2[CH2:35][CH2:34][CH2:33]2)=[O:24])[N:18]([C:37]2[CH:42]=[CH:41][CH:40]=[CH:39][CH:38]=2)[N:17]=1)=[O:15])[C:10]([OH:12])=O)(C)(C)C.CCN(C(C)C)C(C)C.CN(C(ON1N=NC2C=CC=NC1=2)=[N+](C)C)C.F[P-](F)(F)(F)(F)F.[Cl:77][C:78]1[CH:79]=[C:80]([CH:89]=[CH:90][CH:91]=1)[C:81]([CH:83]1[CH2:88][CH2:87][NH:86][CH2:85][CH2:84]1)=[O:82].C([O-])(O)=O.[Na+]. Product: [Cl:77][C:78]1[CH:79]=[C:80]([CH:89]=[CH:90][CH:91]=1)[C:81]([CH:83]1[CH2:84][CH2:85][N:86]([C:10](=[O:12])[C@@H:9]([NH:13][C:14]([C:16]2[CH:20]=[C:19]([O:21][CH2:22][C:23]([N:25]3[CH2:29][CH2:28][CH2:27][C@H:26]3[C:30](=[O:36])[NH:31][CH:32]3[CH2:33][CH2:34][CH2:35]3)=[O:24])[N:18]([C:37]3[CH:42]=[CH:41][CH:40]=[CH:39][CH:38]=3)[N:17]=2)=[O:15])[CH2:8][CH2:7][C:6]([OH:5])=[O:43])[CH2:87][CH2:88]1)=[O:82]. The catalyst class is: 3. (3) Reactant: [CH:1]([N-]C(C)C)(C)C.[Li+].[Si:9]([O:16][C:17]1[CH:22]=[CH:21][C:20]([C@H:23]2[CH2:28][CH2:27][C@H:26]([CH:29]([CH3:34])[C:30]([O:32][CH3:33])=[O:31])[CH2:25][CH2:24]2)=[CH:19][CH:18]=1)([C:12]([CH3:15])([CH3:14])[CH3:13])([CH3:11])[CH3:10].CI.[Cl-].[NH4+]. Product: [Si:9]([O:16][C:17]1[CH:18]=[CH:19][C:20]([C@H:23]2[CH2:24][CH2:25][C@H:26]([C:29]([CH3:1])([CH3:34])[C:30]([O:32][CH3:33])=[O:31])[CH2:27][CH2:28]2)=[CH:21][CH:22]=1)([C:12]([CH3:15])([CH3:14])[CH3:13])([CH3:10])[CH3:11]. The catalyst class is: 56.